Task: Predict the reaction yield, written as a fraction of the theoretical maximum amount of product (1.0 means a 100% yield; for example, 0.34 means a 34% yield).. Dataset: Reaction yield outcomes from USPTO patents with 853,638 reactions (1) The reactants are Cl.FC1C=C(C=CC=1)CN1C=C(C2C3C(=NC=C(C4C=CC(C5CCNCC5)=CC=4)C=3)N(S(C3C=CC(C)=CC=3)(=O)=O)C=2)C=N1.[CH2:46]([N:54]1[CH:58]=[C:57]([C:59]2[C:67]3[C:62](=[N:63][CH:64]=[C:65]([C:68]4[CH:73]=[CH:72][C:71]([N:74]5[CH2:79][CH2:78][N:77]([CH2:80][C@@H:81]([OH:83])[CH3:82])[CH2:76][CH2:75]5)=[CH:70][CH:69]=4)[CH:66]=3)[N:61](S(C3C=CC(C)=CC=3)(=O)=O)[CH:60]=2)[CH:56]=[N:55]1)[CH2:47][C:48]1[CH:53]=[CH:52][CH:51]=[CH:50][CH:49]=1.[OH-].[Li+]. The catalyst is C1COCC1.CO.O. The product is [CH2:46]([N:54]1[CH:58]=[C:57]([C:59]2[C:67]3[C:62](=[N:63][CH:64]=[C:65]([C:68]4[CH:69]=[CH:70][C:71]([N:74]5[CH2:79][CH2:78][N:77]([CH2:80][C@@H:81]([OH:83])[CH3:82])[CH2:76][CH2:75]5)=[CH:72][CH:73]=4)[CH:66]=3)[NH:61][CH:60]=2)[CH:56]=[N:55]1)[CH2:47][C:48]1[CH:49]=[CH:50][CH:51]=[CH:52][CH:53]=1. The yield is 0.319. (2) The reactants are CN(C(ON1N=NC2C=CC=NC1=2)=[N+](C)C)C.F[P-](F)(F)(F)(F)F.C(N(CC)C(C)C)(C)C.[CH3:34][C:35]1[CH:40]=[C:39]([CH3:41])[CH:38]=[C:37]([CH3:42])[C:36]=1[NH:43][C:44]([NH:46][C:47]1[C:48]([C:57](O)=[O:58])=[CH:49][C:50]2[C:55]([CH:56]=1)=[CH:54][CH:53]=[CH:52][CH:51]=2)=[O:45].[NH2:60][C:61]1[CH:62]=[C:63]([CH:71]=[CH:72][CH:73]=1)[C:64]([O:66][C:67]([CH3:70])([CH3:69])[CH3:68])=[O:65].C([O-])(O)=O.[Na+]. The catalyst is CN(C=O)C. The product is [CH3:34][C:35]1[CH:40]=[C:39]([CH3:41])[CH:38]=[C:37]([CH3:42])[C:36]=1[NH:43][C:44]([NH:46][C:47]1[C:48]([C:57]([NH:60][C:61]2[CH:62]=[C:63]([CH:71]=[CH:72][CH:73]=2)[C:64]([O:66][C:67]([CH3:69])([CH3:70])[CH3:68])=[O:65])=[O:58])=[CH:49][C:50]2[C:55]([CH:56]=1)=[CH:54][CH:53]=[CH:52][CH:51]=2)=[O:45]. The yield is 0.750. (3) The reactants are [Br:1][C:2]1[CH:3]=[N:4][CH:5]=[C:6]2[C:11]=1[N:10]=[C:9]([C:12]([OH:14])=O)[CH:8]=[CH:7]2.C(N(CC)C(C)C)(C)C.F[P-](F)(F)(F)(F)F.N1(OC(N(C)C)=[N+](C)C)C2N=CC=CC=2N=N1.[CH3:48][C:49]([CH3:53])([CH3:52])[CH2:50][NH2:51]. The catalyst is CN(C)C=O. The product is [Br:1][C:2]1[CH:3]=[N:4][CH:5]=[C:6]2[C:11]=1[N:10]=[C:9]([C:12]([NH:51][CH2:50][C:49]([CH3:53])([CH3:52])[CH3:48])=[O:14])[CH:8]=[CH:7]2. The yield is 0.870. (4) The reactants are FC(F)(F)S([C:6]1[C:19]2=[CH:20][CH:21]=[CH:22][C:17]3=[C:18]2[C:9]([O:10][C:11]2[CH:12]=[CH:13][CH:14]=[CH:15][C:16]=23)=[CH:8][CH:7]=1)(=O)=O.[B:25]1([B:25]2[O:29][C:28]([CH3:31])([CH3:30])[C:27]([CH3:33])([CH3:32])[O:26]2)[O:29][C:28]([CH3:31])([CH3:30])[C:27]([CH3:33])([CH3:32])[O:26]1.C([O-])(=O)C.[K+].O. The catalyst is O1CCOCC1.C1(P(C2C=CC=CC=2)[C-]2C=CC=C2)C=CC=CC=1.[C-]1(P(C2C=CC=CC=2)C2C=CC=CC=2)C=CC=C1.[Fe+2].C(OCC)(=O)C. The product is [CH:22]1[C:17]2=[C:18]3[C:9]([O:10][C:11]4[CH:12]=[CH:13][CH:14]=[CH:15][C:16]=42)=[CH:8][CH:7]=[C:6]([B:25]2[O:29][C:28]([CH3:31])([CH3:30])[C:27]([CH3:33])([CH3:32])[O:26]2)[C:19]3=[CH:20][CH:21]=1. The yield is 0.520. (5) The reactants are [Cr](Cl)([O-])(=O)=O.[NH+]1C=CC=CC=1.[Cl:12][C:13]1[N:14]=[C:15]([N:28]2[CH2:33][CH2:32][CH:31]([CH2:34][OH:35])[CH2:30][CH2:29]2)[C:16]2[C:21]([C:22]3[CH:27]=[CH:26][CH:25]=[CH:24][CH:23]=3)=[CH:20][S:19][C:17]=2[N:18]=1. The catalyst is ClCCl. The product is [Cl:12][C:13]1[N:14]=[C:15]([N:28]2[CH2:29][CH2:30][CH:31]([CH:34]=[O:35])[CH2:32][CH2:33]2)[C:16]2[C:21]([C:22]3[CH:23]=[CH:24][CH:25]=[CH:26][CH:27]=3)=[CH:20][S:19][C:17]=2[N:18]=1. The yield is 1.00. (6) The reactants are CO[C:3](=[O:12])[C:4]1[CH:9]=[CH:8][CH:7]=[CH:6][C:5]=1[CH2:10]Br.[Cl:13][C:14]1[CH:19]=[CH:18][CH:17]=[CH:16][C:15]=1[CH2:20][CH2:21][CH2:22][NH2:23].C([O-])([O-])=O.[K+].[K+].C(OCC)(=O)C. The catalyst is C1(C)C=CC=CC=1.CCCCCC. The product is [Cl:13][C:14]1[CH:19]=[CH:18][CH:17]=[CH:16][C:15]=1[CH2:20][CH2:21][CH2:22][N:23]1[CH2:10][C:5]2[C:4](=[CH:9][CH:8]=[CH:7][CH:6]=2)[C:3]1=[O:12]. The yield is 0.510. (7) The reactants are [N+:1]([C:4]1[CH:56]=[CH:55][C:7]([O:8][C:9]2[CH:14]=[CH:13][C:12]([C:15]3[C:16]4[NH:20][C:19]([CH:21]=[C:22]5[N:54]=[C:25]([C:26]([C:38]6[CH:43]=[CH:42][C:41]([O:44][C:45]7[CH:50]=[CH:49][C:48]([N+:51]([O-])=O)=[CH:47][CH:46]=7)=[CH:40][CH:39]=6)=[C:27]6[NH:37][C:30](=[CH:31][C:32]7[CH:33]=[CH:34][C:35]=3[N:36]=7)[CH:29]=[CH:28]6)[CH:24]=[CH:23]5)=[CH:18][CH:17]=4)=[CH:11][CH:10]=2)=[CH:6][CH:5]=1)([O-])=O.Cl.O.O.Cl[Sn]Cl.N. The catalyst is C(Cl)(Cl)Cl.O. The product is [NH2:1][C:4]1[CH:56]=[CH:55][C:7]([O:8][C:9]2[CH:14]=[CH:13][C:12]([C:15]3[C:16]4[NH:20][C:19]([CH:21]=[C:22]5[N:54]=[C:25]([C:26]([C:38]6[CH:43]=[CH:42][C:41]([O:44][C:45]7[CH:50]=[CH:49][C:48]([NH2:51])=[CH:47][CH:46]=7)=[CH:40][CH:39]=6)=[C:27]6[NH:37][C:30](=[CH:31][C:32]7[CH:33]=[CH:34][C:35]=3[N:36]=7)[CH:29]=[CH:28]6)[CH:24]=[CH:23]5)=[CH:18][CH:17]=4)=[CH:11][CH:10]=2)=[CH:6][CH:5]=1. The yield is 0.670. (8) The reactants are [Cl-].[Al+3].[Cl-].[Cl-].[Cl:5][C:6]1[CH:14]=[CH:13][C:9]([C:10](Cl)=[O:11])=[CH:8][C:7]=1[S:15](=[O:18])(=[O:17])[NH2:16].[CH2:19]([N:21]1[C:26](=[O:27])[CH2:25][CH2:24][C:23]2[C:28]3[CH:29]=[CH:30][CH:31]=[CH:32][C:33]=3[CH2:34][C:22]1=2)[CH3:20]. The catalyst is ClCCl. The product is [Cl:5][C:6]1[CH:14]=[CH:13][C:9]([C:10]([C:31]2[CH:30]=[CH:29][C:28]3[C:23]4[CH2:24][CH2:25][C:26](=[O:27])[N:21]([CH2:19][CH3:20])[C:22]=4[CH2:34][C:33]=3[CH:32]=2)=[O:11])=[CH:8][C:7]=1[S:15]([NH2:16])(=[O:18])=[O:17]. The yield is 0.260. (9) The reactants are [Cl:1][C:2]1[CH:8]=[CH:7][C:6]([N+:9]([O-:11])=[O:10])=[CH:5][C:3]=1[NH2:4].N1C=CC=CC=1.[Cl:18][CH2:19][C:20](Cl)=[O:21]. The catalyst is C(Cl)Cl. The product is [Cl:18][CH2:19][C:20]([NH:4][C:3]1[CH:5]=[C:6]([N+:9]([O-:11])=[O:10])[CH:7]=[CH:8][C:2]=1[Cl:1])=[O:21]. The yield is 1.00. (10) The reactants are [C:1]([NH:5][C:6]([C:8]1[CH:9]=[N:10][N:11]2[CH:16]=[CH:15][C:14]([N:17]3[CH2:21][CH2:20][CH2:19][C@@H:18]3[C:22]3[C:23]([O:29]C)=[N:24][CH:25]=[C:26]([F:28])[CH:27]=3)=[N:13][C:12]=12)=[O:7])([CH3:4])([CH3:3])[CH3:2].Cl. The catalyst is O1CCOCC1. The product is [C:1]([NH:5][C:6]([C:8]1[CH:9]=[N:10][N:11]2[CH:16]=[CH:15][C:14]([N:17]3[CH2:21][CH2:20][CH2:19][C@@H:18]3[C:22]3[C:23](=[O:29])[NH:24][CH:25]=[C:26]([F:28])[CH:27]=3)=[N:13][C:12]=12)=[O:7])([CH3:4])([CH3:2])[CH3:3]. The yield is 0.850.